Dataset: Peptide-MHC class II binding affinity with 134,281 pairs from IEDB. Task: Regression. Given a peptide amino acid sequence and an MHC pseudo amino acid sequence, predict their binding affinity value. This is MHC class II binding data. The peptide sequence is IKYTRPGDSLAEVEL. The MHC is HLA-DQA10101-DQB10501 with pseudo-sequence HLA-DQA10101-DQB10501. The binding affinity (normalized) is 0.